Dataset: Forward reaction prediction with 1.9M reactions from USPTO patents (1976-2016). Task: Predict the product of the given reaction. The product is: [Cl:1][C:2]1[CH:3]=[C:4]([O:14][CH:15]([CH3:17])[CH3:16])[CH:5]=[CH:6][C:7]=1[O:8][C:9]1[S:10][CH:11]=[CH:12][N:13]=1. Given the reactants [Cl:1][C:2]1[CH:3]=[C:4]([OH:14])[CH:5]=[CH:6][C:7]=1[O:8][C:9]1[S:10][CH:11]=[CH:12][N:13]=1.[CH:15](O)([CH3:17])[CH3:16].C1(P(C2C=CC=CC=2)C2C=CC=CC=2)C=CC=CC=1.N(C(OCC)=O)=NC(OCC)=O, predict the reaction product.